The task is: Predict the reaction yield, written as a fraction of the theoretical maximum amount of product (1.0 means a 100% yield; for example, 0.34 means a 34% yield).. This data is from Reaction yield outcomes from USPTO patents with 853,638 reactions. (1) The reactants are N[C@H:2]([C:7]1[CH:12]=[CH:11][CH:10]=[CH:9][CH:8]=1)[C:3]([O:5][CH3:6])=[O:4].[BrH:13].N([O-])=O.[Na+]. The catalyst is O. The product is [Br:13][C@@H:2]([C:7]1[CH:12]=[CH:11][CH:10]=[CH:9][CH:8]=1)[C:3]([O:5][CH3:6])=[O:4]. The yield is 0.400. (2) The reactants are [O:1]=[C:2]1[CH2:13][CH2:12][CH:11]=[CH:10][CH2:9][C@@H:8]([CH2:14][C:15]([O:17]C(C)(C)C)=O)[C:7](=[O:22])[O:6][CH2:5][C@H:4]([C:23]2[CH:28]=[CH:27][CH:26]=[CH:25][CH:24]=2)[NH:3]1.FC(F)(F)C(O)=O.O=C1CCC=CC[C@@H](CC(O)=O)C(=O)OC[C@H](C2C=CC=CC=2)N1.[Cl:60][C:61]1[CH:66]=[CH:65][C:64]([CH2:67][NH2:68])=[CH:63][CH:62]=1. The catalyst is C(Cl)Cl.CO.C(Cl)Cl. The product is [Cl:60][C:61]1[CH:66]=[CH:65][C:64]([CH2:67][NH:68][C:15](=[O:17])[CH2:14][C@H:8]2[C:7](=[O:22])[O:6][CH2:5][C@H:4]([C:23]3[CH:24]=[CH:25][CH:26]=[CH:27][CH:28]=3)[NH:3][C:2](=[O:1])[CH2:13][CH2:12][CH:11]=[CH:10][CH2:9]2)=[CH:63][CH:62]=1. The yield is 0.680. (3) The product is [Cl:28][C:16]1[C:11]2[C:8]3[CH2:9][CH2:10][C:2]4([CH2:6][C:7]=3[S:18][C:12]=2[N:13]=[CH:14][N:15]=1)[O:3][CH2:4][CH2:5][O:1]4. The yield is 0.970. No catalyst specified. The reactants are [O:1]1[CH2:5][CH2:4][O:3][C:2]21[CH2:10][CH2:9][C:8]1[C:11]3[C:16](=O)[NH:15][CH:14]=[N:13][C:12]=3[S:18][C:7]=1[CH2:6]2.C(N(CC)CC)C.O=P(Cl)(Cl)[Cl:28]. (4) The reactants are [CH3:1][O:2][CH:3]([C:7]1[CH:12]=[CH:11][C:10]([N:13]2[CH2:18][CH2:17][O:16][CH2:15][CH2:14]2)=[CH:9][CH:8]=1)[C:4]([OH:6])=O.[CH3:19][O:20][C:21]1[CH:22]=[C:23]([C:29]2[CH:33]=[CH:32][NH:31][N:30]=2)[CH:24]=[CH:25][C:26]=1[O:27][CH3:28].C(N(C(C)C)CC)(C)C.F[P-](F)(F)(F)(F)F.Br[P+](N1CCCC1)(N1CCCC1)N1CCCC1.C([O-])(O)=O.[Na+]. The catalyst is CN(C=O)C. The product is [CH3:19][O:20][C:21]1[CH:22]=[C:23]([C:29]2[CH:33]=[CH:32][N:31]([C:4](=[O:6])[CH:3]([O:2][CH3:1])[C:7]3[CH:12]=[CH:11][C:10]([N:13]4[CH2:18][CH2:17][O:16][CH2:15][CH2:14]4)=[CH:9][CH:8]=3)[N:30]=2)[CH:24]=[CH:25][C:26]=1[O:27][CH3:28]. The yield is 0.500. (5) The reactants are [C:1]([CH2:4][CH2:5][CH:6]1[NH:20][C:19](=[O:21])[N:18]([CH3:22])[CH2:17][CH2:16][CH2:15][CH2:14][CH:13]=[CH:12][CH:11]2[C:9]([C:23](O)=[O:24])([CH2:10]2)[NH:8][C:7]1=[O:26])(=[O:3])[CH3:2].[CH:27]1([S:30]([NH2:33])(=[O:32])=[O:31])[CH2:29][CH2:28]1.C(C1N=C(C2C=C(OCC[C@@H]3NC(=O)N(C)CCCCC=C[C@H]4[C@@](C(OCC)=O)(C4)NC3=O)C3C(=CC(OC)=CC=3)N=2)SC=1)(C)C. No catalyst specified. The product is [C:1]([CH2:4][CH2:5][CH:6]1[NH:20][C:19](=[O:21])[N:18]([CH3:22])[CH2:17][CH2:16][CH2:15][CH2:14][CH:13]=[CH:12][CH:11]2[C:9]([C:23]([C:27]3([S:30]([NH2:33])(=[O:32])=[O:31])[CH2:29][CH2:28]3)=[O:24])([CH2:10]2)[NH:8][C:7]1=[O:26])(=[O:3])[CH3:2]. The yield is 0.780. (6) The product is [CH2:12]1[C:13]2[C:18](=[CH:17][CH:16]=[CH:15][CH:14]=2)[CH2:19][CH2:20][N:11]1[CH2:10][CH:9]([OH:21])[CH2:8][NH:7][C:5](=[O:6])[C:4]1[CH:22]=[CH:23][CH:24]=[C:2]([NH:1][CH:31]2[CH2:32][CH2:33][O:29][CH2:30]2)[CH:3]=1. The catalyst is CO. The yield is 0.180. The reactants are [NH2:1][C:2]1[CH:3]=[C:4]([CH:22]=[CH:23][CH:24]=1)[C:5]([NH:7][CH2:8][CH:9]([OH:21])[CH2:10][N:11]1[CH2:20][CH2:19][C:18]2[C:13](=[CH:14][CH:15]=[CH:16][CH:17]=2)[CH2:12]1)=[O:6].CC(O)=O.[O:29]1[CH2:33][CH2:32][C:31](=O)[CH2:30]1.[BH3-]C#N.[Na+]. (7) The reactants are [F-].C([N+](CCCC)(CCCC)CCCC)CCC.CC([Si](C)(C)[O:24][CH2:25][CH2:26][C:27]1[O:28][C:29]([CH2:32][CH2:33][O:34][CH2:35][C:36]2[CH:41]=[CH:40][CH:39]=[CH:38][CH:37]=2)=[CH:30][CH:31]=1)(C)C. The catalyst is C1COCC1. The product is [OH:24][CH2:25][CH2:26][C:27]1[O:28][C:29]([CH2:32][CH2:33][O:34][CH2:35][C:36]2[CH:41]=[CH:40][CH:39]=[CH:38][CH:37]=2)=[CH:30][CH:31]=1. The yield is 0.996.